Task: Predict the product of the given reaction.. Dataset: Forward reaction prediction with 1.9M reactions from USPTO patents (1976-2016) Given the reactants [O:1]1[C:5]2[CH:6]=[CH:7][C:8]([CH2:10][NH2:11])=[CH:9][C:4]=2[CH:3]=[CH:2]1.Cl[S:13]([C:16]1[CH:25]=[CH:24][C:19]([C:20]([O:22][CH3:23])=[O:21])=[CH:18][CH:17]=1)(=[O:15])=[O:14].Cl, predict the reaction product. The product is: [O:1]1[C:5]2[CH:6]=[CH:7][C:8]([CH2:10][NH:11][S:13]([C:16]3[CH:17]=[CH:18][C:19]([C:20]([O:22][CH3:23])=[O:21])=[CH:24][CH:25]=3)(=[O:15])=[O:14])=[CH:9][C:4]=2[CH:3]=[CH:2]1.